The task is: Predict the reaction yield, written as a fraction of the theoretical maximum amount of product (1.0 means a 100% yield; for example, 0.34 means a 34% yield).. This data is from Reaction yield outcomes from USPTO patents with 853,638 reactions. (1) The reactants are OS(O)(=O)=O.[C:6]([OH:15])(=[O:14])[C:7]1[C:8](=[CH:10][CH:11]=[CH:12][CH:13]=1)[OH:9].O.[CH3:17]O. No catalyst specified. The product is [OH:9][C:8]1[CH:10]=[CH:11][CH:12]=[CH:13][C:7]=1[C:6]([O:15][CH3:17])=[O:14]. The yield is 0.980. (2) The reactants are [H-].[Na+].[CH2:3]([C:6]1[C:15]2[O:14][CH2:13][C:12](=[O:16])[NH:11][C:10]=2[CH:9]=[CH:8][CH:7]=1)[CH:4]=[CH2:5].Cl[CH2:18][C:19](=[O:21])[CH3:20]. The catalyst is CN(C=O)C. The product is [O:21]=[C:19]([CH3:20])[CH2:18][N:11]1[C:10]2[CH:9]=[CH:8][CH:7]=[C:6]([CH2:3][CH:4]=[CH2:5])[C:15]=2[O:14][CH2:13][C:12]1=[O:16]. The yield is 0.490. (3) The catalyst is O1CCOCC1. The yield is 0.620. The product is [CH3:29][O:30][C:31]1[CH:32]=[C:33]([CH:57]=[CH:58][CH:59]=1)[CH2:34][CH2:35][N:36]1[CH2:44][C:43]2[C:38](=[CH:39][CH:40]=[CH:41][C:42]=2[CH2:45][CH2:46][C:47]2[CH:48]=[CH:49][C:50]([C:51]([OH:53])=[O:52])=[CH:55][CH:56]=2)[CH2:37]1. The reactants are FC1C=C(C=CC=1)CN1C2C(=CC=CC=2CCC2C=CC(C(O)=O)=CC=2)CC1.[CH3:29][O:30][C:31]1[CH:32]=[C:33]([CH:57]=[CH:58][CH:59]=1)[CH2:34][CH2:35][N:36]1[CH2:44][C:43]2[C:38](=[CH:39][CH:40]=[CH:41][C:42]=2[CH2:45][CH2:46][C:47]2[CH:56]=[CH:55][C:50]([C:51]([O:53]C)=[O:52])=[CH:49][CH:48]=2)[CH2:37]1.[Li+].[OH-]. (4) The reactants are Br[C:2]1[N:3]=[C:4]2[C:10]([C:11]([NH:13][C:14]([CH3:17])([CH3:16])[CH3:15])=[O:12])=[CH:9][N:8]([CH2:18][O:19][CH2:20][CH2:21][Si:22]([CH3:25])([CH3:24])[CH3:23])[C:5]2=[N:6][CH:7]=1.[I-].[Na+].CN[C@@H]1CCCC[C@H]1NC.[F:38][CH:39]([F:50])[O:40][C:41]1[CH:42]=[C:43]2[C:47](=[CH:48][CH:49]=1)[NH:46][N:45]=[CH:44]2.[O-]P([O-])([O-])=O.[K+].[K+].[K+]. The catalyst is C1(C)C=CC=CC=1.[Cu]I. The product is [C:14]([NH:13][C:11]([C:10]1[C:4]2[C:5](=[N:6][CH:7]=[C:2]([N:46]3[C:47]4[C:43](=[CH:42][C:41]([O:40][CH:39]([F:38])[F:50])=[CH:49][CH:48]=4)[CH:44]=[N:45]3)[N:3]=2)[N:8]([CH2:18][O:19][CH2:20][CH2:21][Si:22]([CH3:25])([CH3:24])[CH3:23])[CH:9]=1)=[O:12])([CH3:17])([CH3:16])[CH3:15]. The yield is 0.700. (5) The reactants are [CH2:1]([C:3]1[C:8](=[O:9])[NH:7][C:6]([CH3:10])=[C:5]([C:11]2[S:15][C:14]([S:16](Cl)(=[O:18])=[O:17])=[CH:13][CH:12]=2)[CH:4]=1)[CH3:2].[NH2:20][CH2:21][CH2:22][NH:23][C:24](=[O:26])[CH3:25]. No catalyst specified. The product is [CH2:1]([C:3]1[C:8](=[O:9])[NH:7][C:6]([CH3:10])=[C:5]([C:11]2[S:15][C:14]([S:16]([NH:20][CH2:21][CH2:22][NH:23][C:24](=[O:26])[CH3:25])(=[O:18])=[O:17])=[CH:13][CH:12]=2)[CH:4]=1)[CH3:2]. The yield is 0.710. (6) The reactants are [O:1]1[CH2:6][CH2:5][N:4]([C:7]2[S:8][CH:9]=[C:10]([C:12]([OH:14])=O)[N:11]=2)[CH2:3][CH2:2]1.[NH2:15][C@@H:16]([CH3:32])[CH2:17][N:18]1[CH:22]=[CH:21][C:20]([C:23]2[CH:30]=[CH:29][C:26]([C:27]#[N:28])=[C:25]([Cl:31])[CH:24]=2)=[N:19]1. No catalyst specified. The product is [Cl:31][C:25]1[CH:24]=[C:23]([C:20]2[CH:21]=[CH:22][N:18]([CH2:17][C@@H:16]([NH:15][C:12]([C:10]3[N:11]=[C:7]([N:4]4[CH2:3][CH2:2][O:1][CH2:6][CH2:5]4)[S:8][CH:9]=3)=[O:14])[CH3:32])[N:19]=2)[CH:30]=[CH:29][C:26]=1[C:27]#[N:28]. The yield is 0.0548.